This data is from Catalyst prediction with 721,799 reactions and 888 catalyst types from USPTO. The task is: Predict which catalyst facilitates the given reaction. (1) Reactant: [CH:1]([N:4]1[CH2:9][CH2:8][CH:7]([O:10][C:11]2[CH:16]=[CH:15][C:14]([C:17]3([C:23](O)=[O:24])[CH2:22][CH2:21][O:20][CH2:19][CH2:18]3)=[CH:13][CH:12]=2)[CH2:6][CH2:5]1)([CH3:3])[CH3:2].Cl.[NH:27]1[CH2:30][CH2:29][CH2:28]1.Cl.CN(C)CCCN=C=NCC.O.ON1C2C=CC=CC=2N=N1.C(N(CC)CC)C. Product: [N:27]1([C:23]([C:17]2([C:14]3[CH:13]=[CH:12][C:11]([O:10][CH:7]4[CH2:8][CH2:9][N:4]([CH:1]([CH3:2])[CH3:3])[CH2:5][CH2:6]4)=[CH:16][CH:15]=3)[CH2:22][CH2:21][O:20][CH2:19][CH2:18]2)=[O:24])[CH2:30][CH2:29][CH2:28]1. The catalyst class is: 4. (2) Reactant: C(O[C:6](=O)[NH:7][CH2:8][CH2:9][CH2:10][CH2:11][NH2:12])(C)(C)C.[CH:14](=O)[CH2:15][CH3:16].C([BH3-])#N.[Na+].[C:22](OC)(OC)(OC)[CH3:23]. Product: [CH2:14]([N:7]([CH2:6][CH2:22][CH3:23])[CH2:8][CH2:9][CH2:10][CH2:11][NH2:12])[CH2:15][CH3:16]. The catalyst class is: 5. (3) Reactant: [NH2:1][C:2]1[CH:3]=[CH:4][C:5](Br)=[C:6]2[C:10]=1[C:9](=[O:11])[N:8]([CH3:12])[CH2:7]2.[O:14]1[C:18]2([CH2:23][CH2:22][C:21](B3OC(C)(C)C(C)(C)O3)=[CH:20][CH2:19]2)[O:17][CH2:16][CH2:15]1.C(=O)([O-])[O-].[K+].[K+].ClCCl. Product: [NH2:1][C:2]1[CH:3]=[CH:4][C:5]([C:21]2[CH2:22][CH2:23][C:18]3([O:17][CH2:16][CH2:15][O:14]3)[CH2:19][CH:20]=2)=[C:6]2[C:10]=1[C:9](=[O:11])[N:8]([CH3:12])[CH2:7]2. The catalyst class is: 117.